From a dataset of Forward reaction prediction with 1.9M reactions from USPTO patents (1976-2016). Predict the product of the given reaction. (1) Given the reactants [NH2:1][CH2:2][CH2:3][NH:4][CH2:5][CH2:6][NH2:7].[C:8]([OH:16])(=O)[CH2:9][CH2:10][CH2:11][CH2:12][CH2:13][CH3:14], predict the reaction product. The product is: [C:8]([NH:1][CH2:2][CH2:3][N:4]([C:8](=[O:16])[CH2:9][CH2:10][CH2:11][CH2:12][CH2:13][CH3:14])[CH2:5][CH2:6][NH:7][C:8](=[O:16])[CH2:9][CH2:10][CH2:11][CH2:12][CH2:13][CH3:14])(=[O:16])[CH2:9][CH2:10][CH2:11][CH2:12][CH2:13][CH3:14]. (2) Given the reactants [Br:1][C:2]1[C:13](=[O:14])[N:12]([CH:15]2[CH2:19][CH2:18][CH2:17][CH2:16]2)[C:5]2[N:6]=[C:7]([S:10][CH3:11])[N:8]=[CH:9][C:4]=2[CH:3]=1.C1(N2C3N=C(S(C)=[O:36])N=CC=3C(C)=C(I)C2=O)CCCC1, predict the reaction product. The product is: [Br:1][C:2]1[C:13](=[O:14])[N:12]([CH:15]2[CH2:16][CH2:17][CH2:18][CH2:19]2)[C:5]2[N:6]=[C:7]([S:10]([CH3:11])=[O:36])[N:8]=[CH:9][C:4]=2[CH:3]=1. (3) Given the reactants [C:1]([O:5][C:6]([NH:8][C@@H:9]1[CH2:11][C@H:10]1[C:12]1[CH:13]=[C:14]([CH:18]=[CH:19][CH:20]=1)[C:15]([OH:17])=O)=[O:7])([CH3:4])([CH3:3])[CH3:2].F[P-](F)(F)(F)(F)F.N1(OC(N(C)C)=[N+](C)C)C2[N:33]=[CH:34][CH:35]=[CH:36][C:31]=2N=N1.N1CCCC1.C(N(CC)CC)C, predict the reaction product. The product is: [N:33]1([C:15]([C:14]2[CH:13]=[C:12]([C@@H:10]3[CH2:11][C@H:9]3[NH:8][C:6](=[O:7])[O:5][C:1]([CH3:2])([CH3:3])[CH3:4])[CH:20]=[CH:19][CH:18]=2)=[O:17])[CH2:34][CH2:35][CH2:36][CH2:31]1. (4) Given the reactants [F:1][C:2]([F:32])([F:31])[C:3]1[CH:26]=[C:25]([C:27]([F:30])([F:29])[F:28])[CH:24]=[CH:23][C:4]=1[CH2:5][N:6]1[CH2:11][CH2:10][CH:9](/[CH:12]=[C:13]2/[C:14]([NH:19][CH2:20][C:21]#[CH:22])=[N:15][C:16](=[O:18])[S:17]/2)[CH2:8][CH2:7]1.[C:33]([OH:45])(=[O:44])[CH2:34][C:35]([CH2:40][C:41]([OH:43])=[O:42])([C:37]([OH:39])=[O:38])[OH:36], predict the reaction product. The product is: [C:33]([OH:45])(=[O:44])[CH2:34][C:35]([CH2:40][C:41]([OH:43])=[O:42])([C:37]([OH:39])=[O:38])[OH:36].[F:32][C:2]([F:1])([F:31])[C:3]1[CH:26]=[C:25]([C:27]([F:29])([F:30])[F:28])[CH:24]=[CH:23][C:4]=1[CH2:5][N:6]1[CH2:7][CH2:8][CH:9](/[CH:12]=[C:13]2/[C:14]([NH:19][CH2:20][C:21]#[CH:22])=[N:15][C:16](=[O:18])[S:17]/2)[CH2:10][CH2:11]1. (5) Given the reactants [NH2:1][C:2]1[CH:24]=[CH:23][C:5]([O:6][CH2:7][CH2:8][C:9]2[N:14]=[C:13]([NH:15][C:16](=[O:22])[O:17][C:18]([CH3:21])([CH3:20])[CH3:19])[CH:12]=[CH:11][CH:10]=2)=[CH:4][CH:3]=1.[CH3:25][N:26]([CH3:36])[C:27]1[CH:35]=[CH:34][CH:33]=[CH:32][C:28]=1[C:29](O)=[O:30].ON1C2C=CC=CC=2N=N1.Cl.CN(C)CCCN=C=NCC, predict the reaction product. The product is: [CH3:25][N:26]([CH3:36])[C:27]1[CH:35]=[CH:34][CH:33]=[CH:32][C:28]=1[C:29]([NH:1][C:2]1[CH:3]=[CH:4][C:5]([O:6][CH2:7][CH2:8][C:9]2[N:14]=[C:13]([NH:15][C:16](=[O:22])[O:17][C:18]([CH3:21])([CH3:19])[CH3:20])[CH:12]=[CH:11][CH:10]=2)=[CH:23][CH:24]=1)=[O:30]. (6) Given the reactants [OH-].[Li+].O1CCCC1.C[O:9][C:10](=[O:28])[CH2:11][C:12]1[CH:17]=[CH:16][C:15]([C:18]2[CH:27]=[CH:26][C:25]3[C:20](=[CH:21][CH:22]=[CH:23][CH:24]=3)[CH:19]=2)=[CH:14][CH:13]=1.Cl, predict the reaction product. The product is: [CH:19]1[C:20]2[C:25](=[CH:24][CH:23]=[CH:22][CH:21]=2)[CH:26]=[CH:27][C:18]=1[C:15]1[CH:16]=[CH:17][C:12]([CH2:11][C:10]([OH:28])=[O:9])=[CH:13][CH:14]=1. (7) Given the reactants Cl[C:2]1[N:3]=[C:4]2[N:12]([CH2:13][CH2:14][O:15][CH3:16])[C:11]([CH3:18])([CH3:17])[CH2:10][CH2:9][N:5]2[C:6](=[O:8])[CH:7]=1.[NH:19]1[CH2:24][CH2:23][O:22][CH2:21][CH2:20]1, predict the reaction product. The product is: [CH3:16][O:15][CH2:14][CH2:13][N:12]1[C:4]2=[N:3][C:2]([N:19]3[CH2:24][CH2:23][O:22][CH2:21][CH2:20]3)=[CH:7][C:6](=[O:8])[N:5]2[CH2:9][CH2:10][C:11]1([CH3:18])[CH3:17].